Dataset: B-cell epitopes from IEDB database with 3,159 antigens for binding position prediction. Task: Token-level Classification. Given an antigen amino acid sequence, predict which amino acid positions are active epitope sites capable of antibody binding. Output is a list of indices for active positions. (1) Given the antigen sequence: MAHSRARRRKRASATQLYQTCKLTGTCPPDVIPKVEHNTIADQILKWGSLGVFFGGLGIGTGSGTGGRTGYVPLQTSAKPSITSGPMARPPVVVEPVAPSDPSIVSLIEESAIINAGAPEIVPPAHGGFTITSSETTTPAILDVSVTSHTTTSIFRNPVFTEPSVTQPQPPVEANGHILISAPTVTSHPIEEIPLDTFVVSSSDSGPTSSTPVPGTAPRPRVGLYSRALHQVQVTDPAFLSTPQRLITYDNPVYEGEDVSVQFSHDSIHNAPDEAFMDIIRLHRPAIASRRGLVRYSRIGQRGSMHTRSGKHIGARIHYFYDISPIAQAAEEIEMHPLVAAQDDTFDIYAESFEPGINPTQHPVTNISDTYLTSTPNTVTQPWGNTTVPLSLPNDLFLQSGPDITFPTAPMGTPFSPVTPALPTGPVFITGSGFYLHPAWYFARKRRKRIPLFFSDVAA, which amino acid positions are active epitope sites? The epitope positions are: [60, 61, 62, 63, 64, 65, 66, 67, 68, 69]. The amino acids at these positions are: TGSGTGGRTG. (2) Given the antigen sequence: MAPPAKRARGLTLPGYKYLGPGNSLDQGEPTNPSDAAAKEHDEAYDKYIKSGKNPYFYFSAADEKFIKETEHAKDYGGKIGHYFFRAKRAFAPKLSETDSPTTSQQPEVRRSPRKHPGSKPPGKRPAPRHIFINLAKKKAKGTSNTNSNSMSENVEQHNPINAGTALSATGNESGGGGGGGGGRGAGGVGVSTGSFNNQTEFQYLGEGLVRITTHASRLIHLNMPEHETYKRIHVLNSESGVAGQMVQDDAHTQMVTPWSLIDANAWGVWFNPADWQLISNNMTEINLVSFEQEIFNVVLKTITKSATSPPTKLYNNDLTASLMVALDTNNTLPYTPAAPRSETLGFYPWLPTKPTQYRYYLSCIRNLNPPTYTGQSQQITDSIQTGLHSDIMFYTIENAVPIHLLRTGDEFSTGIYHFDTKPLKLTHSWQTNRSLGLPPKLLTEPTTEGDQYPGTLPAANTRKGYHQTTNNSYTEATAIRPAQVGYNTPYMNFEYSNGG..., which amino acid positions are active epitope sites? The epitope positions are: [9, 10, 11, 12, 13, 14, 15, 16, 17, 18, 19, 20, 21, 22, 23, 24, 25]. The amino acids at these positions are: GLTLPGYKYLGPGNSLD. (3) Given the antigen sequence: MYPAHLLVLLAVCVSLLGAASIPPQPLNLVQFSYLIQCANHGRRPTWHYMDYGCYCGAGGSGTPVDELDRCCKIHDDCYDEAGKKGCFPKMSAYDYYCGENGPYCRNIEKKCLRFVCDCDVEAAFCFAKAPYNNANWNIDTKKRCQ, which amino acid positions are active epitope sites? The epitope positions are: [87, 88, 89, 90, 91, 92, 93, 94, 95]. The amino acids at these positions are: FPKMSAYDY. (4) The epitope positions are: [61, 62, 63, 64, 65, 66, 67, 68, 69, 70, 71, 72, 73, 74, 75, 76]. The amino acids at these positions are: TLESLPAPETSVYFCA. Given the antigen sequence: GTPVTLRCHQTENHRYMYWYRQDPGHGLRLIHYSYGVKDTDKGEVSDGYSVSRSKTEDFLLTLESLPAPETSVYFCATRPGQGPETQYFGPGTRLLVLEDLKN, which amino acid positions are active epitope sites? (5) Given the antigen sequence: MLSEYVSTQPDDSSSASGQQQESSVSSQSEASTSSQLGTDSSSASGQQQESSVSSQSGQASTSSQLGTDSSSASGQQQESSVSSQSGQASTSSQSGANWRQEMRSKVASVEYMLAARALISVGVYAAQGEIARSRGCAPLRVAEVEEIVKDGLVRSHFHDSGLSLGSIRLVLMQVGDKLGLQGLKIGEGYATYLAQAFADSVVVAADVQSSGACSASLDSAIANVETSWSLHGGLVSKGFDRDTKVERGDLEAFVDFMFGGVSYNDGNASAARSVLETLAGHVDALGISYNQLDKLDADTLYSVVSFSAGSAIDRGAVSDAADKFRVMMFGGAPAGQEKTAEPEHEAATPSASSVPSTVHGKVVDAVDRAKEAAKQAYAGVRKRYVAKPSDTTTQLVVAITALLITAFAICACLEPRLIGASGPLIWGCLALVALLPLLGMAVHTAVSASSQKKAAGGAQRVAAQERSRELSRARQEDQQKLHVPAILTGLSVLVFIAAV..., which amino acid positions are active epitope sites? The epitope positions are: [31, 32, 33, 34, 35, 36]. The amino acids at these positions are: STSSQL. (6) Given the antigen sequence: MASHRLLLLCLAGLVFVSEAGPTGTGESKCPLMVKVLDAVRGSPAINVAMHVFRKAADDTWEPFASGKTSESGELHGLTTEEEFVEGIYKVEIDTKSYWKALGISPFHEHAEVVFTANDSGPRRYTIAALLSPYSYSTTAVVTNPKE, which amino acid positions are active epitope sites? The epitope positions are: [113, 114, 115, 116, 117, 118, 119, 120, 121, 122, 123]. The amino acids at these positions are: VFTANDSGPRR. (7) Given the antigen sequence: MIKLKFGVFFTVLLSSAYAHGTPQNITDLCAEYHNAQIYTLNDKILSYTESLAGNREMAIITFKNGATFQVEVPGSQHIDSQKKAIERMKDTLRIAYLTEAKVEKLCVWNNKTPHAIAAISMA, which amino acid positions are active epitope sites? The epitope positions are: [67, 68, 69, 70, 71, 72, 73, 74, 75, 76, 77, 78, 79, 80]. The amino acids at these positions are: TFQVEVPGSQHIDS.